Dataset: Forward reaction prediction with 1.9M reactions from USPTO patents (1976-2016). Task: Predict the product of the given reaction. (1) Given the reactants ClC1C=CC(CC2C(CN3C=NC=N3)([OH:12])C(CCO)(C)CC2)=CC=1.[C:25]1([CH3:35])[CH:30]=[CH:29][C:28]([S:31](Cl)(=[O:33])=[O:32])=[CH:27][CH:26]=1.[H-].[Na+], predict the reaction product. The product is: [C:25]1([CH3:35])[CH:30]=[CH:29][C:28]([S:31]([OH:12])(=[O:33])=[O:32])=[CH:27][CH:26]=1. (2) The product is: [CH3:17][S:2][C:1](=[S:3])[NH:4][C:5]1[CH:10]=[CH:9][CH:8]=[C:7]([C:11]([F:12])([F:13])[F:14])[CH:6]=1. Given the reactants [C:1](=[S:3])=[S:2].[NH2:4][C:5]1[CH:6]=[C:7]([C:11]([F:14])([F:13])[F:12])[CH:8]=[CH:9][CH:10]=1.[OH-].[Na+].[CH3:17]I, predict the reaction product. (3) Given the reactants Cl[C:2]1[CH:7]=[CH:6][N:5]=[C:4]2[S:8][CH:9]=[C:10]([C:11]3[CH:16]=[CH:15][CH:14]=[CH:13][CH:12]=3)[C:3]=12.[N:17]1([CH2:22][CH2:23][O:24][CH2:25][CH:26]2[CH2:31][CH2:30][NH:29][CH2:28][CH2:27]2)[CH2:21][CH2:20][CH2:19][CH2:18]1, predict the reaction product. The product is: [C:11]1([C:10]2[C:3]3[C:4](=[N:5][CH:6]=[CH:7][C:2]=3[N:29]3[CH2:30][CH2:31][CH:26]([CH2:25][O:24][CH2:23][CH2:22][N:17]4[CH2:21][CH2:20][CH2:19][CH2:18]4)[CH2:27][CH2:28]3)[S:8][CH:9]=2)[CH:16]=[CH:15][CH:14]=[CH:13][CH:12]=1.